Regression. Given a peptide amino acid sequence and an MHC pseudo amino acid sequence, predict their binding affinity value. This is MHC class II binding data. From a dataset of Peptide-MHC class II binding affinity with 134,281 pairs from IEDB. (1) The binding affinity (normalized) is 0.129. The MHC is DRB1_0101 with pseudo-sequence DRB1_0101. The peptide sequence is ARHYGVNLNTLPLPNVDL. (2) The peptide sequence is GQVVTYALNTFTNLAVQL. The MHC is DRB5_0101 with pseudo-sequence DRB5_0101. The binding affinity (normalized) is 0.0509. (3) The peptide sequence is SGVAWLVVDPTTLFW. The MHC is DRB1_0701 with pseudo-sequence DRB1_0701. The binding affinity (normalized) is 0.422. (4) The peptide sequence is FNILTGKKITAHLKR. The MHC is DRB1_0801 with pseudo-sequence DRB1_0801. The binding affinity (normalized) is 0.652. (5) The peptide sequence is TKETETEAPAAPAEG. The MHC is DRB1_1201 with pseudo-sequence DRB1_1201. The binding affinity (normalized) is 0.0477. (6) The peptide sequence is GTWTYDGSVVA. The binding affinity (normalized) is 0.191. The MHC is HLA-DQA10401-DQB10402 with pseudo-sequence HLA-DQA10401-DQB10402. (7) The peptide sequence is PEKPDSVTPMILKAQK. The MHC is DRB1_0802 with pseudo-sequence DRB1_0802. The binding affinity (normalized) is 0.410.